The task is: Predict the product of the given reaction.. This data is from Forward reaction prediction with 1.9M reactions from USPTO patents (1976-2016). Given the reactants Br[C:2]1[N:3]=[C:4]2[S:10][C:9]([NH:11][C:12]3[NH:13][CH2:14][C:15]4([CH2:21][N:20]5[CH2:22][CH2:23][CH:17]4[CH2:18][CH2:19]5)[N:16]=3)=[N:8][C:5]2=[N:6][CH:7]=1, predict the reaction product. The product is: [S:10]1[C:4]2[C:5](=[N:6][CH:7]=[CH:2][N:3]=2)[N:8]=[C:9]1[NH:11][C:12]1[NH:13][CH2:14][C:15]2([CH2:21][N:20]3[CH2:19][CH2:18][CH:17]2[CH2:23][CH2:22]3)[N:16]=1.